This data is from Reaction yield outcomes from USPTO patents with 853,638 reactions. The task is: Predict the reaction yield, written as a fraction of the theoretical maximum amount of product (1.0 means a 100% yield; for example, 0.34 means a 34% yield). (1) The reactants are ClC1C(OC2C=CC(OC(F)(F)F)=C(Cl)C=2)=CC(F)=C(C=1)C(OC(C)(C)C)=O.[CH:29]1([C:32]2[C:33]([CH2:46][O:47][C:48]3[CH:53]=[CH:52][C:51]([Cl:54])=[C:50]([Cl:55])[CH:49]=3)=[CH:34][C:35]([F:45])=[C:36]([CH:44]=2)[C:37]([O:39]C(C)(C)C)=[O:38])[CH2:31][CH2:30]1. No catalyst specified. The product is [CH:29]1([C:32]2[C:33]([CH2:46][O:47][C:48]3[CH:53]=[CH:52][C:51]([Cl:54])=[C:50]([Cl:55])[CH:49]=3)=[CH:34][C:35]([F:45])=[C:36]([CH:44]=2)[C:37]([OH:39])=[O:38])[CH2:31][CH2:30]1. The yield is 0.750. (2) The reactants are [CH3:1][O:2][C:3]1[CH:12]=[CH:11][CH:10]=[C:9]2[C:4]=1[CH2:5][CH2:6][CH2:7][C:8]2=[N:13][NH:14][C:15](=[S:17])[NH2:16].Br[CH2:19][C:20]([C:22]1[CH:27]=[CH:26][C:25]([Cl:28])=[CH:24][C:23]=1[Cl:29])=O. The catalyst is C1COCC1. The product is [Cl:29][C:23]1[CH:24]=[C:25]([Cl:28])[CH:26]=[CH:27][C:22]=1[C:20]1[N:16]=[C:15]([NH:14][N:13]=[C:8]2[C:9]3[C:4](=[C:3]([O:2][CH3:1])[CH:12]=[CH:11][CH:10]=3)[CH2:5][CH2:6][CH2:7]2)[S:17][CH:19]=1. The yield is 0.780. (3) The reactants are [CH3:1][O:2][C:3]1[CH:11]=[CH:10][C:6]([CH:7]=[N:8][OH:9])=[CH:5][CH:4]=1.[N:12]1([CH2:17][C:18](=[CH2:23])[C:19]([O:21]C)=[O:20])[CH:16]=[N:15][CH:14]=[N:13]1. The catalyst is C(Cl)Cl. The product is [CH3:1][O:2][C:3]1[CH:11]=[CH:10][C:6]([C:7]2[CH2:23][C:18]([C:19]([OH:21])=[O:20])([CH2:17][N:12]3[CH:16]=[N:15][CH:14]=[N:13]3)[O:9][N:8]=2)=[CH:5][CH:4]=1. The yield is 0.660. (4) The reactants are [CH3:1][C:2]([S@@:5]([NH2:7])=[O:6])([CH3:4])[CH3:3].C([O-])([O-])=O.[Cs+].[Cs+].[Cl:14][C:15]1[N:20]=[C:19]([CH:21]=O)[CH:18]=[CH:17][CH:16]=1. The catalyst is C(Cl)Cl. The product is [Cl:14][C:15]1[N:20]=[C:19](/[CH:21]=[N:7]/[S@:5]([C:2]([CH3:4])([CH3:3])[CH3:1])=[O:6])[CH:18]=[CH:17][CH:16]=1. The yield is 1.00. (5) The reactants are C1(S([N:10]2[CH:21]=[CH:20][C:19]3[C:11]2=[N:12][CH:13]=[C:14]2[C:18]=3[N:17]([C@H:22]3[CH2:26][CH2:25][C@H:24]([NH:27][C:28](=[O:36])[N:29]([CH3:35])[CH2:30][C:31]([F:34])([F:33])[F:32])[CH2:23]3)[N:16]=[N:15]2)(=O)=O)C=CC=CC=1.[OH-].[Na+].Cl. The catalyst is CO.C1COCC1. The product is [CH3:35][N:29]([CH2:30][C:31]([F:34])([F:32])[F:33])[C:28]([NH:27][C@H:24]1[CH2:25][CH2:26][C@H:22]([N:17]2[C:18]3[C:14](=[CH:13][N:12]=[C:11]4[C:19]=3[CH:20]=[CH:21][NH:10]4)[N:15]=[N:16]2)[CH2:23]1)=[O:36]. The yield is 0.510. (6) The reactants are [CH2:1]([O:8][C:9]1[CH:14]=[C:13]([N+:15]([O-])=O)[C:12]([C:18]([F:21])([F:20])[F:19])=[CH:11][C:10]=1[CH:22]1[CH2:27][CH2:26][CH2:25][CH2:24][CH2:23]1)[C:2]1[CH:7]=[CH:6][CH:5]=[CH:4][CH:3]=1.[BH4-].[Na+]. The catalyst is CO.Cl[Ni]Cl. The product is [CH2:1]([O:8][C:9]1[C:10]([CH:22]2[CH2:27][CH2:26][CH2:25][CH2:24][CH2:23]2)=[CH:11][C:12]([C:18]([F:21])([F:19])[F:20])=[C:13]([CH:14]=1)[NH2:15])[C:2]1[CH:3]=[CH:4][CH:5]=[CH:6][CH:7]=1. The yield is 0.650. (7) The reactants are C(O[C:4](=O)[C:5]([O:7]CC)=[O:6])C.[O-]CC.[K+].[N+:15]([C:18]1[CH:23]=[CH:22][CH:21]=[C:20]([CH3:24])[C:19]=1C)([O-:17])=[O:16]. The catalyst is C(OCC)C. The product is [CH3:24][C:20]1[CH:21]=[CH:22][CH:23]=[C:18]([N+:15]([O-:17])=[O:16])[C:19]=1[CH2:4][C:5]([OH:7])=[O:6]. The yield is 0.520.